From a dataset of HIV replication inhibition screening data with 41,000+ compounds from the AIDS Antiviral Screen. Binary Classification. Given a drug SMILES string, predict its activity (active/inactive) in a high-throughput screening assay against a specified biological target. (1) The molecule is CCCCOP(=O)(OCCCC)c1ccccc1. The result is 0 (inactive). (2) The compound is COC(C)(C)C1(O)CCC(C)CC1=O. The result is 0 (inactive). (3) The compound is CC(C)C1C(=O)N(c2c(F)c(F)c(F)c(F)c2F)C(=S)N1CCS(=O)c1ccccc1. The result is 0 (inactive). (4) The drug is Cc1c(OCc2cccc3ccccc23)ccc2c(O)cc(=S)oc12. The result is 0 (inactive). (5) The molecule is COc1c(Cl)nc2ccccc2c1N=[N+]=[N-]. The result is 0 (inactive).